Predict the reaction yield, written as a fraction of the theoretical maximum amount of product (1.0 means a 100% yield; for example, 0.34 means a 34% yield). From a dataset of Reaction yield outcomes from USPTO patents with 853,638 reactions. The reactants are [OH:1][N:2]=[C:3](Cl)[C:4]1[CH:9]=[CH:8][CH:7]=[CH:6][CH:5]=1.[C:11]([O:15][CH3:16])(=[O:14])[CH:12]=[CH2:13].C(=O)(O)[O-].[Na+].O. The catalyst is C(OCC)(=O)C. The product is [C:4]1([C:3]2[CH2:13][CH:12]([C:11]([O:15][CH3:16])=[O:14])[O:1][N:2]=2)[CH:9]=[CH:8][CH:7]=[CH:6][CH:5]=1. The yield is 0.730.